From a dataset of NCI-60 drug combinations with 297,098 pairs across 59 cell lines. Regression. Given two drug SMILES strings and cell line genomic features, predict the synergy score measuring deviation from expected non-interaction effect. (1) Drug 1: CC1=C(C=C(C=C1)NC2=NC=CC(=N2)N(C)C3=CC4=NN(C(=C4C=C3)C)C)S(=O)(=O)N.Cl. Drug 2: C1CCC(C1)C(CC#N)N2C=C(C=N2)C3=C4C=CNC4=NC=N3. Cell line: SK-MEL-28. Synergy scores: CSS=-2.20, Synergy_ZIP=3.11, Synergy_Bliss=4.73, Synergy_Loewe=-0.622, Synergy_HSA=0.0797. (2) Drug 1: CC(CN1CC(=O)NC(=O)C1)N2CC(=O)NC(=O)C2. Drug 2: C1C(C(OC1N2C=NC3=C2NC=NCC3O)CO)O. Cell line: HL-60(TB). Synergy scores: CSS=63.2, Synergy_ZIP=-2.46, Synergy_Bliss=-0.515, Synergy_Loewe=-4.83, Synergy_HSA=0.236. (3) Drug 1: CC1OCC2C(O1)C(C(C(O2)OC3C4COC(=O)C4C(C5=CC6=C(C=C35)OCO6)C7=CC(=C(C(=C7)OC)O)OC)O)O. Drug 2: C1CC(CNC1)C2=CC=C(C=C2)N3C=C4C=CC=C(C4=N3)C(=O)N. Cell line: NCI-H460. Synergy scores: CSS=45.2, Synergy_ZIP=-0.167, Synergy_Bliss=-0.0892, Synergy_Loewe=-18.4, Synergy_HSA=4.73. (4) Drug 2: CCCS(=O)(=O)NC1=C(C(=C(C=C1)F)C(=O)C2=CNC3=C2C=C(C=N3)C4=CC=C(C=C4)Cl)F. Drug 1: CNC(=O)C1=CC=CC=C1SC2=CC3=C(C=C2)C(=NN3)C=CC4=CC=CC=N4. Cell line: PC-3. Synergy scores: CSS=-4.14, Synergy_ZIP=2.79, Synergy_Bliss=2.08, Synergy_Loewe=-0.325, Synergy_HSA=-1.32.